This data is from Cav3 T-type calcium channel HTS with 100,875 compounds. The task is: Binary Classification. Given a drug SMILES string, predict its activity (active/inactive) in a high-throughput screening assay against a specified biological target. (1) The molecule is Brc1ccc(c2nc(N3CCN(CC3)C)c(nn2)c2ccccc2)cc1. The result is 0 (inactive). (2) The molecule is s1c(CN2CC(CCC2)C(=O)N2CCCCCC2)ccc1. The result is 0 (inactive). (3) The drug is Brc1cc(C(O)Cn2c(n(CCN3CCCCC3)c3c2cccc3)=N)ccc1. The result is 0 (inactive). (4) The drug is Clc1c(c(n2c(nnc2SCC(=O)NCc2sccc2)c2ccncc2)ccc1)C. The result is 0 (inactive). (5) The drug is O=C(N(CC1N(CCC1)CC)Cc1cc2c([nH]c1=O)c(c(cc2)C)C)Nc1c(OC)cccc1. The result is 0 (inactive). (6) The result is 0 (inactive). The drug is S(=O)(=O)(NCCN1CCOCC1)c1c2c(c(OCCC)cc1)cccc2.